This data is from Catalyst prediction with 721,799 reactions and 888 catalyst types from USPTO. The task is: Predict which catalyst facilitates the given reaction. (1) Reactant: [F:1][C:2]([F:16])([F:15])[C:3]1[CH:14]=[CH:13][C:6]2[S:7][C:8]([C:10](Cl)=[O:11])=[CH:9][C:5]=2[CH:4]=1.[CH3:17][C:18](=[N:20][OH:21])[CH3:19].C(N(CC)CC)C. Product: [F:1][C:2]([F:16])([F:15])[C:3]1[CH:14]=[CH:13][C:6]2[S:7][C:8]([C:10]([O:21][N:20]=[C:18]([CH3:19])[CH3:17])=[O:11])=[CH:9][C:5]=2[CH:4]=1. The catalyst class is: 4. (2) Product: [CH2:29]([N:27]([CH3:28])[C:22]1[C:23]([C:25]#[N:26])=[CH:24][C:18]2[NH:17][C:16](=[O:33])[CH2:15][C:14]([C:10]3[CH:11]=[CH:12][CH:13]=[C:8]([N:7]4[C:3]([CH2:2][N:39]5[CH2:43][CH2:42][CH2:41][CH2:40]5)=[CH:4][N:5]=[N:6]4)[CH:9]=3)=[N:20][C:19]=2[CH:21]=1)[CH:30]([CH3:31])[CH3:32]. The catalyst class is: 139. Reactant: O[CH2:2][C:3]1[N:7]([C:8]2[CH:9]=[C:10]([C:14]3[CH2:15][C:16](=[O:33])[NH:17][C:18]4[CH:24]=[C:23]([C:25]#[N:26])[C:22]([N:27]([CH2:29][CH:30]([CH3:32])[CH3:31])[CH3:28])=[CH:21][C:19]=4[N:20]=3)[CH:11]=[CH:12][CH:13]=2)[N:6]=[N:5][CH:4]=1.S(Cl)(Cl)=O.[Cl-].[NH:39]1[CH2:43][CH2:42][CH2:41][CH2:40]1. (3) Reactant: O[C:2]1[CH:7]=[CH:6][CH:5]=[CH:4][C:3]=1[C:8](=[O:10])[CH3:9].[OH2:11]. Product: [OH:11][CH2:9][C:8]([C:3]1[CH:4]=[CH:5][CH:6]=[CH:7][CH:2]=1)=[O:10]. The catalyst class is: 8.